This data is from Catalyst prediction with 721,799 reactions and 888 catalyst types from USPTO. The task is: Predict which catalyst facilitates the given reaction. (1) Reactant: [CH3:1][S:2]([C:5]1[CH:14]=[C:9]([C:10]([O:12][CH3:13])=[O:11])[C:8]([OH:15])=[CH:7][CH:6]=1)(=[O:4])=[O:3].[C:16](OC(O[C:16]([CH3:19])([CH3:18])[CH3:17])N(C)C)([CH3:19])([CH3:18])[CH3:17]. Product: [CH3:13][O:12][C:10](=[O:11])[C:9]1[CH:14]=[C:5]([S:2]([CH3:1])(=[O:3])=[O:4])[CH:6]=[CH:7][C:8]=1[O:15][C:16]([CH3:19])([CH3:18])[CH3:17]. The catalyst class is: 11. (2) Reactant: [Cl:1][C:2]1[CH:7]=[CH:6][CH:5]=[CH:4][C:3]=1[C:8]1[C:13]([Cl:14])=[CH:12][C:11]([O:15][CH3:16])=[C:10]([C:17]([N:19]2[CH2:24][CH2:23][N:22]([C:25](OC(C)(C)C)=[O:26])[CH2:21][CH2:20]2)=[O:18])[CH:9]=1.Cl.CO.[CH3:35][N:36]([CH3:43])[CH2:37][CH:38]=[CH:39]C(O)=O.F[P-](F)(F)(F)(F)F.N1(O[P+](N(C)C)(N(C)C)N(C)C)C2C=CC=CC=2N=N1.CCN(C(C)C)C(C)C. Product: [Cl:1][C:2]1[CH:7]=[CH:6][CH:5]=[CH:4][C:3]=1[C:8]1[C:13]([Cl:14])=[CH:12][C:11]([O:15][CH3:16])=[C:10]([C:17]([N:19]2[CH2:20][CH2:21][N:22]([C:25](=[O:26])/[CH:39]=[CH:38]/[CH2:37][N:36]([CH3:43])[CH3:35])[CH2:23][CH2:24]2)=[O:18])[CH:9]=1. The catalyst class is: 399. (3) Reactant: [CH2:1]([O:3][CH:4]([O:21][CH2:22][CH3:23])[C:5]#[C:6][C:7](=[N:12][C:13]1[CH:18]=[CH:17][C:16]([O:19][CH3:20])=[CH:15][CH:14]=1)[C:8]([F:11])(F)F)[CH3:2].[Cl:24][C:25]1[CH:32]=[CH:31][C:28]([CH2:29][NH2:30])=[CH:27][CH:26]=1.C(=O)([O-])[O-].[Cs+].[Cs+].O. Product: [Cl:24][C:25]1[CH:32]=[CH:31][C:28]([C:29]2[C:8]([F:11])=[C:7]([NH:12][C:13]3[CH:18]=[CH:17][C:16]([O:19][CH3:20])=[CH:15][CH:14]=3)[CH:6]=[C:5]([CH:4]([O:3][CH2:1][CH3:2])[O:21][CH2:22][CH3:23])[N:30]=2)=[CH:27][CH:26]=1. The catalyst class is: 7.